From a dataset of CYP3A4 inhibition data for predicting drug metabolism from PubChem BioAssay. Regression/Classification. Given a drug SMILES string, predict its absorption, distribution, metabolism, or excretion properties. Task type varies by dataset: regression for continuous measurements (e.g., permeability, clearance, half-life) or binary classification for categorical outcomes (e.g., BBB penetration, CYP inhibition). Dataset: cyp3a4_veith. (1) The result is 0 (non-inhibitor). The molecule is c1ccc(Cn2c(CN3CCCC3)nc3ccccc32)cc1. (2) The drug is Cn1c[n+](C)cc1C(O)c1ccccc1.[I-]. The result is 0 (non-inhibitor). (3) The result is 0 (non-inhibitor). The drug is C[C@H]1C[C@@H](C)C(=O)[C@@H]([C@H](O)CC2CC(=O)NC(=O)C2)C1. (4) The molecule is Cn1c(=O)c(-c2cc(F)cc(F)c2)nc2cnc(Nc3ccccc3)nc21. The result is 0 (non-inhibitor).